Dataset: Forward reaction prediction with 1.9M reactions from USPTO patents (1976-2016). Task: Predict the product of the given reaction. (1) Given the reactants C1(S(CC2C(C(OCC)=O)=C(O)C([C:23]3[CH:27]=[CH:26][O:25][CH:24]=3)=CC=2)(=O)=O)C=CC=CC=1.Br[C:29]1[C:30]([O:50][CH3:51])=[C:31]([C:36]([CH2:39][S:40]([C:43]2[CH:48]=[CH:47][CH:46]=[C:45]([F:49])[CH:44]=2)(=[O:42])=[O:41])=[CH:37][CH:38]=1)[C:32]([O:34][CH3:35])=[O:33].O1C=CC(B(O)O)=C1, predict the reaction product. The product is: [F:49][C:45]1[CH:44]=[C:43]([S:40]([CH2:39][C:36]2[C:31]([C:32]([O:34][CH3:35])=[O:33])=[C:30]([O:50][CH3:51])[C:29]([C:23]3[CH:27]=[CH:26][O:25][CH:24]=3)=[CH:38][CH:37]=2)(=[O:42])=[O:41])[CH:48]=[CH:47][CH:46]=1. (2) Given the reactants CC(C)([O-])C.[K+].[Cl:7][C:8]1[CH:16]=[C:15]2[C:11]([CH:12]=[CH:13][NH:14]2)=[CH:10][CH:9]=1.[C:17]([N:20]1[CH2:29][C:28]([CH3:31])([CH3:30])[C:27]2[C:22](=[CH:23][C:24]([S:32](Cl)(=[O:34])=[O:33])=[CH:25][CH:26]=2)[CH2:21]1)(=[O:19])[CH3:18].C(OCC)(=O)C, predict the reaction product. The product is: [Cl:7][C:8]1[CH:16]=[C:15]2[C:11]([CH:12]=[CH:13][N:14]2[S:32]([C:24]2[CH:23]=[C:22]3[C:27]([C:28]([CH3:31])([CH3:30])[CH2:29][N:20]([C:17](=[O:19])[CH3:18])[CH2:21]3)=[CH:26][CH:25]=2)(=[O:33])=[O:34])=[CH:10][CH:9]=1. (3) Given the reactants [F:1][C:2]1([F:36])[CH2:5][CH:4]([C:6]2[O:10][N:9]=[C:8]([C:11]3[CH:12]=[CH:13][C:14]([CH3:35])=[C:15]([NH:17][C:18]([C:20]4[N:24]5[CH:25]=[C:26]([C:29]6[N:33]=[C:32]([CH3:34])[NH:31][N:30]=6)[CH:27]=[CH:28][C:23]5=[N:22][CH:21]=4)=[O:19])[CH:16]=3)[N:7]=2)[CH2:3]1.Br[CH2:38][CH2:39][O:40][CH3:41].C([O-])([O-])=O.[K+].[K+], predict the reaction product. The product is: [F:36][C:2]1([F:1])[CH2:5][CH:4]([C:6]2[O:10][N:9]=[C:8]([C:11]3[CH:12]=[CH:13][C:14]([CH3:35])=[C:15]([NH:17][C:18]([C:20]4[N:24]5[CH:25]=[C:26]([C:29]6[N:33]=[C:32]([CH3:34])[N:31]([CH2:38][CH2:39][O:40][CH3:41])[N:30]=6)[CH:27]=[CH:28][C:23]5=[N:22][CH:21]=4)=[O:19])[CH:16]=3)[N:7]=2)[CH2:3]1. (4) Given the reactants [F:1][C:2]1[CH:10]=[CH:9][C:5]([C:6]([OH:8])=O)=[CH:4][CH:3]=1.CN1CCOCC1.[N:18]1([C@H:23]2[CH2:27][CH2:26][NH:25][CH2:24]2)[CH2:22][CH2:21][CH2:20][CH2:19]1, predict the reaction product. The product is: [F:1][C:2]1[CH:3]=[CH:4][C:5]([C:6]([N:25]2[CH2:26][CH2:27][C@H:23]([N:18]3[CH2:22][CH2:21][CH2:20][CH2:19]3)[CH2:24]2)=[O:8])=[CH:9][CH:10]=1. (5) Given the reactants [CH:1]1([S:6][C:7]2[S:8][C:9]([C:17]3[CH:21]=[CH:20][NH:19][N:18]=3)=[C:10]3[CH2:15][CH2:14][CH2:13][C:12](=[O:16])[C:11]=23)[CH2:5][CH2:4][CH2:3][CH2:2]1.[Cl:22][C:23]1[CH:28]=[CH:27][C:26]([N:29]=[C:30]=[O:31])=[CH:25][CH:24]=1, predict the reaction product. The product is: [Cl:22][C:23]1[CH:28]=[CH:27][C:26]([NH:29][C:30]([N:19]2[CH:20]=[CH:21][C:17]([C:9]3[S:8][C:7]([S:6][CH:1]4[CH2:2][CH2:3][CH2:4][CH2:5]4)=[C:11]4[C:12](=[O:16])[CH2:13][CH2:14][CH2:15][C:10]=34)=[N:18]2)=[O:31])=[CH:25][CH:24]=1.